Predict the reactants needed to synthesize the given product. From a dataset of Full USPTO retrosynthesis dataset with 1.9M reactions from patents (1976-2016). (1) Given the product [Cl:4][C:5]1[N:6]=[CH:7][N:8]=[C:9]2[NH:2][N:3]=[CH:11][C:10]=12, predict the reactants needed to synthesize it. The reactants are: O.[NH2:2][NH2:3].[Cl:4][C:5]1[C:10]([CH:11]=O)=[C:9](Cl)[N:8]=[CH:7][N:6]=1.[N+](C)([O-])=O.C(=O)=O.C(N(CC)CC)C. (2) Given the product [CH2:14]([O:18][C:19]1[CH:24]=[C:23]([CH2:25][O:26][C:27]2[CH:28]=[C:29]([CH2:33][CH2:34][C:35]([OH:37])=[O:36])[CH:30]=[CH:31][CH:32]=2)[CH:22]=[CH:21][C:20]=1[C:42]1[CH:47]=[C:46]([O:48][CH3:49])[CH:45]=[CH:44][C:43]=1[F:50])[CH2:15][CH2:16][CH3:17], predict the reactants needed to synthesize it. The reactants are: OC1C=C(CCC(OC)=O)C=CC=1.[CH2:14]([O:18][C:19]1[CH:24]=[C:23]([CH2:25][O:26][C:27]2[CH:28]=[C:29]([C@@H:33](C(F)(F)F)[CH2:34][C:35]([OH:37])=[O:36])[CH:30]=[CH:31][CH:32]=2)[CH:22]=[CH:21][C:20]=1[C:42]1[CH:47]=[C:46]([O:48][CH3:49])[CH:45]=[CH:44][C:43]=1[F:50])[CH2:15][CH2:16][CH3:17]. (3) Given the product [CH3:18][N:2]([CH3:1])[C:6]1[CH:7]=[CH:8][C:9]([N+:15]([O-:17])=[O:16])=[C:10]([CH:14]=1)[C:11]([OH:13])=[O:12], predict the reactants needed to synthesize it. The reactants are: [C:1]([BH3-])#[N:2].[Na+].N[C:6]1[CH:7]=[CH:8][C:9]([N+:15]([O-:17])=[O:16])=[C:10]([CH:14]=1)[C:11]([OH:13])=[O:12].[CH2:18]=O.CO. (4) Given the product [N:1]1[CH:6]=[CH:5][CH:4]=[CH:3][C:2]=1[C:7]1[C:11]2[C:10](=[N:12][CH:18]=[C:17]([N+:14]([O-:16])=[O:15])[CH:20]=2)[NH:9][N:8]=1, predict the reactants needed to synthesize it. The reactants are: [N:1]1[CH:6]=[CH:5][CH:4]=[CH:3][C:2]=1[C:7]1[CH:11]=[C:10]([NH2:12])[NH:9][N:8]=1.O.[N+:14]([CH:17]([CH:20]=O)[CH:18]=O)([O-:16])=[O:15].[Na]. (5) The reactants are: [Br:1][C:2]1[CH:3]=[CH:4][C:5]2[S:9](=[O:11])(=[O:10])[NH:8][CH2:7][C:6]=2[CH:12]=1.Cl[CH2:14][C@H:15]1[CH2:19][O:18][C:17]([CH3:21])([CH3:20])[O:16]1.C([O-])([O-])=O.[K+].[K+]. Given the product [Br:1][C:2]1[CH:3]=[CH:4][C:5]2[S:9](=[O:10])(=[O:11])[N:8]([CH2:14][C@H:15]3[CH2:19][O:18][C:17]([CH3:21])([CH3:20])[O:16]3)[CH2:7][C:6]=2[CH:12]=1, predict the reactants needed to synthesize it.